Task: Regression. Given two drug SMILES strings and cell line genomic features, predict the synergy score measuring deviation from expected non-interaction effect.. Dataset: NCI-60 drug combinations with 297,098 pairs across 59 cell lines (1) Drug 1: CCC1=CC2CC(C3=C(CN(C2)C1)C4=CC=CC=C4N3)(C5=C(C=C6C(=C5)C78CCN9C7C(C=CC9)(C(C(C8N6C)(C(=O)OC)O)OC(=O)C)CC)OC)C(=O)OC.C(C(C(=O)O)O)(C(=O)O)O. Drug 2: CC1C(C(CC(O1)OC2CC(CC3=C2C(=C4C(=C3O)C(=O)C5=CC=CC=C5C4=O)O)(C(=O)C)O)N)O. Cell line: OVCAR-8. Synergy scores: CSS=36.0, Synergy_ZIP=0.949, Synergy_Bliss=2.14, Synergy_Loewe=-7.85, Synergy_HSA=3.07. (2) Drug 1: C1=CC=C(C(=C1)C(C2=CC=C(C=C2)Cl)C(Cl)Cl)Cl. Drug 2: C(CCl)NC(=O)N(CCCl)N=O. Cell line: HT29. Synergy scores: CSS=0.819, Synergy_ZIP=0.943, Synergy_Bliss=3.50, Synergy_Loewe=0.500, Synergy_HSA=1.28. (3) Drug 1: CC1=C2C(C(=O)C3(C(CC4C(C3C(C(C2(C)C)(CC1OC(=O)C(C(C5=CC=CC=C5)NC(=O)C6=CC=CC=C6)O)O)OC(=O)C7=CC=CC=C7)(CO4)OC(=O)C)O)C)OC(=O)C. Drug 2: C(=O)(N)NO. Cell line: MALME-3M. Synergy scores: CSS=31.2, Synergy_ZIP=-6.62, Synergy_Bliss=1.42, Synergy_Loewe=-62.8, Synergy_HSA=2.75.